From a dataset of Forward reaction prediction with 1.9M reactions from USPTO patents (1976-2016). Predict the product of the given reaction. (1) Given the reactants [OH:1][CH2:2][C:3]1[CH:4]=[N:5][C:6]2[C:11]([CH:12]=1)=[CH:10][CH:9]=[CH:8][CH:7]=2, predict the reaction product. The product is: [OH:1][CH2:2][CH:3]1[CH2:12][C:11]2[C:6](=[CH:7][CH:8]=[CH:9][CH:10]=2)[NH:5][CH2:4]1. (2) Given the reactants [C:1]([NH:6][C:7](=[O:12])[O:8][CH:9]([CH3:11])[CH3:10])(=[O:5])/[CH:2]=[CH:3]/[CH3:4].[Br:13][C:14]1[CH:20]=[CH:19][C:17]([NH2:18])=[CH:16][CH:15]=1, predict the reaction product. The product is: [Br:13][C:14]1[CH:20]=[CH:19][C:17]([NH:18][C@@H:3]([CH3:4])[CH2:2][C:1]([NH:6][C:7](=[O:12])[O:8][CH:9]([CH3:11])[CH3:10])=[O:5])=[CH:16][CH:15]=1. (3) Given the reactants CN(C(ON1N=NC2C=CC=NC1=2)=[N+](C)C)C.F[P-](F)(F)(F)(F)F.[O:25]=[C:26]1[C:38]2[C:37]3[C:36]([C:39]([O:41][CH3:42])=[O:40])=[CH:35][CH:34]=[CH:33][C:32]=3[NH:31][C:30]=2[CH2:29][NH:28][CH2:27]1.[CH2:43]([O:50][C:51]([NH:53][C:54]([CH3:59])([CH3:58])[C:55](O)=[O:56])=[O:52])[C:44]1[CH:49]=[CH:48][CH:47]=[CH:46][CH:45]=1.C(N(C(C)C)CC)(C)C, predict the reaction product. The product is: [CH2:43]([O:50][C:51]([NH:53][C:54]([CH3:59])([CH3:58])[C:55]([N:28]1[CH2:27][C:26](=[O:25])[C:38]2[C:37]3[C:36]([C:39]([O:41][CH3:42])=[O:40])=[CH:35][CH:34]=[CH:33][C:32]=3[NH:31][C:30]=2[CH2:29]1)=[O:56])=[O:52])[C:44]1[CH:49]=[CH:48][CH:47]=[CH:46][CH:45]=1. (4) Given the reactants [CH3:1][S:2](Cl)(=[O:4])=[O:3].[N:6]1[S:10][N:9]=[C:8]2[CH:11]=[C:12]([CH2:15][CH2:16][OH:17])[CH:13]=[CH:14][C:7]=12.C(N(CC)CC)C.CC=C(C)C, predict the reaction product. The product is: [N:6]1[S:10][N:9]=[C:8]2[CH:11]=[C:12]([CH2:15][CH2:16][O:17][S:2]([CH3:1])(=[O:4])=[O:3])[CH:13]=[CH:14][C:7]=12. (5) Given the reactants [Cl:1][C:2]1[CH:7]=[CH:6][CH:5]=[CH:4][C:3]=1[S:8]([C@H:11]1[CH2:15][NH:14][C@H:13]([C:16]([NH:18][C:19]2([C:22]#[N:23])[CH2:21][CH2:20]2)=[O:17])[CH2:12]1)(=[O:10])=[O:9].[Na+].[S:25]1[CH2:30][CH2:29][N:28]([C:31]2([C:34]([O-])=[O:35])[CH2:33][CH2:32]2)[CH2:27][CH2:26]1, predict the reaction product. The product is: [Cl:1][C:2]1[CH:7]=[CH:6][CH:5]=[CH:4][C:3]=1[S:8]([C@H:11]1[CH2:15][N:14]([C:34]([C:31]2([N:28]3[CH2:27][CH2:26][S:25][CH2:30][CH2:29]3)[CH2:33][CH2:32]2)=[O:35])[C@H:13]([C:16]([NH:18][C:19]2([C:22]#[N:23])[CH2:21][CH2:20]2)=[O:17])[CH2:12]1)(=[O:10])=[O:9]. (6) The product is: [Cl:25][C:16]1[CH:17]=[CH:18][CH:19]=[C:20]([C:21]([F:24])([F:23])[F:22])[C:15]=1[C:13]([N:4]1[C:5]2[C:6](=[N:7][CH:8]=[C:9]([CH2:11][OH:12])[CH:10]=2)[C:2]([C:28]2[CH:29]=[CH:30][C:31]([C:33]([O:35][CH3:36])=[O:34])=[CH:32][C:27]=2[F:26])=[N:3]1)=[O:14]. Given the reactants Br[C:2]1[C:6]2=[N:7][CH:8]=[C:9]([CH2:11][OH:12])[CH:10]=[C:5]2[N:4]([C:13]([C:15]2[C:20]([C:21]([F:24])([F:23])[F:22])=[CH:19][CH:18]=[CH:17][C:16]=2[Cl:25])=[O:14])[N:3]=1.[F:26][C:27]1[CH:32]=[C:31]([C:33]([O:35][CH3:36])=[O:34])[CH:30]=[CH:29][C:28]=1B(O)O.[O-]P([O-])([O-])=O.[K+].[K+].[K+], predict the reaction product. (7) The product is: [Cl:69][C:68]1[C:63]([N:60]2[C:56]3=[N:57][CH:58]=[N:59][C:54]([O:53][C@@H:41]([CH2:40][O:39][CH2:38][CH2:37][OH:36])[C:42]([NH:44][C:45]4[CH:50]=[CH:49][C:48]([C:51]#[N:52])=[CH:47][N:46]=4)=[O:43])=[C:55]3[CH:62]=[N:61]2)=[N:64][CH:65]=[CH:66][CH:67]=1. Given the reactants [F-].C([N+](CCCC)(CCCC)CCCC)CCC.[Si]([O:36][CH2:37][CH2:38][O:39][CH2:40][C@H:41]([O:53][C:54]1[N:59]=[CH:58][N:57]=[C:56]2[N:60]([C:63]3[C:68]([Cl:69])=[CH:67][CH:66]=[CH:65][N:64]=3)[N:61]=[CH:62][C:55]=12)[C:42]([NH:44][C:45]1[CH:50]=[CH:49][C:48]([C:51]#[N:52])=[CH:47][N:46]=1)=[O:43])(C(C)(C)C)(C1C=CC=CC=1)C1C=CC=CC=1, predict the reaction product. (8) Given the reactants [Cl:1][C:2]1[CH:10]=[CH:9][C:8]([C:11]2[C:12]([C@@H:23]([NH:32]C(=O)OC(C)(C)C)[CH2:24][C:25]3[CH:30]=[CH:29][CH:28]=[C:27]([F:31])[CH:26]=3)=[N:13][C:14]([C:17]#[C:18][C:19]([OH:22])([CH3:21])[CH3:20])=[CH:15][CH:16]=2)=[C:7]2[C:3]=1[C:4]([NH:41][S:42]([CH3:45])(=[O:44])=[O:43])=[N:5][N:6]2[CH3:40].C(O)(C(F)(F)F)=O, predict the reaction product. The product is: [NH2:32][C@H:23]([C:12]1[C:11]([C:8]2[CH:9]=[CH:10][C:2]([Cl:1])=[C:3]3[C:7]=2[N:6]([CH3:40])[N:5]=[C:4]3[NH:41][S:42]([CH3:45])(=[O:43])=[O:44])=[CH:16][CH:15]=[C:14]([C:17]#[C:18][C:19]([OH:22])([CH3:20])[CH3:21])[N:13]=1)[CH2:24][C:25]1[CH:30]=[CH:29][CH:28]=[C:27]([F:31])[CH:26]=1. (9) Given the reactants C([O:5][C:6](=[O:39])[CH2:7][CH2:8][C:9]1[CH:14]=[CH:13][C:12]([O:15][CH2:16][CH2:17][C:18]2[N:19]=[C:20]([C:24]3[CH:29]=[CH:28][C:27](Br)=[CH:26][CH:25]=3)[O:21][C:22]=2[CH3:23])=[CH:11][C:10]=1[CH2:31][NH:32][C:33]([O:35][CH:36]([CH3:38])[CH3:37])=[O:34])(C)(C)C.[B:49]1([B:49]2[O:53][C:52]([CH3:55])([CH3:54])[C:51]([CH3:57])([CH3:56])[O:50]2)[O:53][C:52]([CH3:55])([CH3:54])[C:51]([CH3:57])([CH3:56])[O:50]1.C([O-])(=O)C.[K+], predict the reaction product. The product is: [CH:36]([O:35][C:33]([NH:32][CH2:31][C:10]1[CH:11]=[C:12]([O:15][CH2:16][CH2:17][C:18]2[N:19]=[C:20]([C:24]3[CH:25]=[CH:26][C:27]([B:49]4[O:50][C:51]([CH3:56])([CH3:57])[C:52]([CH3:54])([CH3:55])[O:53]4)=[CH:28][CH:29]=3)[O:21][C:22]=2[CH3:23])[CH:13]=[CH:14][C:9]=1[CH2:8][CH2:7][C:6]([OH:39])=[O:5])=[O:34])([CH3:38])[CH3:37].